Dataset: Reaction yield outcomes from USPTO patents with 853,638 reactions. Task: Predict the reaction yield, written as a fraction of the theoretical maximum amount of product (1.0 means a 100% yield; for example, 0.34 means a 34% yield). (1) The reactants are [CH2:1]([C:3]([C:23]1[CH:31]=[CH:30][C:26]([C:27](O)=[O:28])=[C:25]([CH3:32])[CH:24]=1)([C:6]1[CH:11]=[CH:10][C:9]([O:12][CH2:13][C:14]([OH:21])([CH:18]([CH3:20])[CH3:19])[CH:15]([CH3:17])[CH3:16])=[C:8]([CH3:22])[CH:7]=1)[CH2:4][CH3:5])[CH3:2].Cl.[CH3:34][O:35][C:36](=[O:39])[CH2:37][NH2:38]. No catalyst specified. The product is [CH3:34][O:35][C:36](=[O:39])[CH2:37][NH:38][C:27](=[O:28])[C:26]1[CH:30]=[CH:31][C:23]([C:3]([CH2:4][CH3:5])([C:6]2[CH:11]=[CH:10][C:9]([O:12][CH2:13][C:14]([OH:21])([CH:18]([CH3:19])[CH3:20])[CH:15]([CH3:16])[CH3:17])=[C:8]([CH3:22])[CH:7]=2)[CH2:1][CH3:2])=[CH:24][C:25]=1[CH3:32]. The yield is 0.860. (2) The reactants are [Cl:1][C:2]1[C:10]2[N:9]=[C:8]3[N:11]([C:14]4[C:19]([CH3:20])=[CH:18][C:17]([Cl:21])=[CH:16][C:15]=4[Cl:22])[CH2:12][CH2:13][N:7]3[C:6]=2[C:5]([CH2:23][OH:24])=[CH:4][CH:3]=1.C(N(CC)CC)C.C(=O)([O-])O.[Na+]. The catalyst is CS(C)=O. The product is [Cl:1][C:2]1[CH:3]=[CH:4][C:5]([CH:23]=[O:24])=[C:6]2[C:10]=1[N:9]=[C:8]1[N:11]([C:14]3[C:19]([CH3:20])=[CH:18][C:17]([Cl:21])=[CH:16][C:15]=3[Cl:22])[CH2:12][CH2:13][N:7]21. The yield is 0.870. (3) The reactants are [CH2:1]([O:8][C:9](=[O:32])[NH:10][C@@H:11]1[C:14](=[O:15])[N:13]([CH2:16][C:17]2[CH:22]=[CH:21][C:20]([O:23][CH3:24])=[CH:19][C:18]=2[O:25][CH3:26])[C@@H:12]1[CH2:27][NH:28][CH2:29][CH2:30][OH:31])[C:2]1[CH:7]=[CH:6][CH:5]=[CH:4][CH:3]=1.C1N=CN([C:38](N2C=NC=C2)=[O:39])C=1. The catalyst is C(Cl)(Cl)Cl. The product is [CH2:1]([O:8][C:9](=[O:32])[NH:10][C@H:11]1[C@@H:12]([CH2:27][N:28]2[CH2:29][CH2:30][O:31][C:38]2=[O:39])[N:13]([CH2:16][C:17]2[CH:22]=[CH:21][C:20]([O:23][CH3:24])=[CH:19][C:18]=2[O:25][CH3:26])[C:14]1=[O:15])[C:2]1[CH:7]=[CH:6][CH:5]=[CH:4][CH:3]=1. The yield is 0.810. (4) The product is [C:1]([N:11]1[CH2:10][CH2:9][N:8]([C:14]([O:16][C:17]([CH3:20])([CH3:19])[CH3:18])=[O:15])[CH2:13][CH2:12]1)(=[O:7])[CH2:2][CH2:3][C:4]#[CH:5]. The yield is 0.920. The reactants are [C:1]([OH:7])(=O)[CH2:2][CH2:3][C:4]#[CH:5].[N:8]1([C:14]([O:16][C:17]([CH3:20])([CH3:19])[CH3:18])=[O:15])[CH2:13][CH2:12][NH:11][CH2:10][CH2:9]1.CN1CCOCC1.CCN=C=NCCCN(C)C. The catalyst is C(Cl)Cl. (5) The reactants are [Li+].[OH-].C[O:4][C:5](=[O:25])[C:6]1[CH:11]=[CH:10][C:9]([O:12][CH3:13])=[C:8]([CH3:14])[C:7]=1[NH:15][C:16](=[O:24])[C:17]1[CH:22]=[CH:21][C:20]([F:23])=[CH:19][CH:18]=1.O.CO. The catalyst is O1CCCC1. The product is [F:23][C:20]1[CH:21]=[CH:22][C:17]([C:16]([NH:15][C:7]2[C:8]([CH3:14])=[C:9]([O:12][CH3:13])[CH:10]=[CH:11][C:6]=2[C:5]([OH:25])=[O:4])=[O:24])=[CH:18][CH:19]=1. The yield is 1.00. (6) The reactants are Cl.[CH3:2][C:3]1([CH3:42])[C:7]([CH3:9])([CH3:8])[O:6][B:5]([C:10]2[CH:11]=[CH:12][C:13]3[CH:17]=[C:16]([C:18]4[CH:23]=[CH:22][C:21]([C:24]5[NH:28][C:27]([C@@H:29]6[CH2:33][CH2:32][CH2:31][N:30]6C(OC(C)(C)C)=O)=[N:26][CH:25]=5)=[CH:20][CH:19]=4)[S:15][C:14]=3[CH:41]=2)[O:4]1.CN1CCOCC1.CCOC(C(C#N)=NOC(N1CCOCC1)=[N+](C)C)=O.F[P-](F)(F)(F)(F)F.[CH3:77][O:78][C:79]([NH:81][C@H:82]([C:86]1[CH:91]=[CH:90][CH:89]=[CH:88][CH:87]=1)[C:83](O)=[O:84])=[O:80]. The catalyst is O1CCOCC1.ClCCl.C(OCC)(=O)C. The product is [O:84]=[C:83]([N:30]1[CH2:31][CH2:32][CH2:33][C@H:29]1[C:27]1[NH:28][C:24]([C:21]2[CH:20]=[CH:19][C:18]([C:16]3[S:15][C:14]4[CH:41]=[C:10]([B:5]5[O:6][C:7]([CH3:9])([CH3:8])[C:3]([CH3:42])([CH3:2])[O:4]5)[CH:11]=[CH:12][C:13]=4[CH:17]=3)=[CH:23][CH:22]=2)=[CH:25][N:26]=1)[C@H:82]([NH:81][C:79](=[O:80])[O:78][CH3:77])[C:86]1[CH:91]=[CH:90][CH:89]=[CH:88][CH:87]=1. The yield is 0.690. (7) The product is [Si:1]([O:8][CH2:9][C@@H:10]1[CH:15]=[C:14]([CH2:16][OH:29])[C:13](=[O:17])[CH2:12][N:11]1[C:18]([O:20][C:21]([CH3:24])([CH3:23])[CH3:22])=[O:19])([C:4]([CH3:7])([CH3:5])[CH3:6])([CH3:3])[CH3:2]. The catalyst is C(Cl)Cl.CO.C(P(CCCC)CCCC)CCC. The yield is 1.02. The reactants are [Si:1]([O:8][CH2:9][C@@H:10]1[CH:15]=[C:14]([CH3:16])[C:13](=[O:17])[CH2:12][N:11]1[C:18]([O:20][C:21]([CH3:24])([CH3:23])[CH3:22])=[O:19])([C:4]([CH3:7])([CH3:6])[CH3:5])([CH3:3])[CH3:2].C=O.CC(=O)[O:29]CC.